From a dataset of Forward reaction prediction with 1.9M reactions from USPTO patents (1976-2016). Predict the product of the given reaction. (1) Given the reactants [C:1]([C:4]1[CH:12]=[CH:11][C:7]([C:8]([OH:10])=O)=[CH:6][CH:5]=1)(=[O:3])[CH3:2].Cl.[CH3:14][NH:15][O:16][CH3:17].Cl.CN(C)CCCN=C=NCC.O.ON1C2C=CC=CC=2N=N1, predict the reaction product. The product is: [C:1]([C:4]1[CH:5]=[CH:6][C:7]([C:8]([N:15]([O:16][CH3:17])[CH3:14])=[O:10])=[CH:11][CH:12]=1)(=[O:3])[CH3:2]. (2) Given the reactants [CH:1]1[CH:20]=[CH:19][C:17](=[O:18])/[C:3](=[CH:4]\[NH:5][CH2:6][CH2:7][NH:8]/[CH:9]=[C:10]2\[C:11]([CH:13]=[CH:14][CH:15]=[CH:16]\2)=[O:12])/[CH:2]=1.[O-]CC.[O-]CC.[O-]CC.[Al+3], predict the reaction product. The product is: [CH:15]1[CH:14]=[CH:13][C:11](=[O:12])/[C:10](=[CH:9]/[NH:8][CH2:7][CH2:6][NH:5]/[CH:4]=[C:3]2/[CH:2]=[CH:1][CH:20]=[CH:19][C:17]/2=[O:18])/[CH:16]=1.